Dataset: Full USPTO retrosynthesis dataset with 1.9M reactions from patents (1976-2016). Task: Predict the reactants needed to synthesize the given product. (1) The reactants are: Cl.Cl.[NH2:3][CH:4]1[CH2:7][N:6]([C:8]2[C:18]([C:19]#[N:20])=[CH:17][C:11]([C:12]([O:14][CH2:15][CH3:16])=[O:13])=[C:10]([CH3:21])[N:9]=2)[CH2:5]1.[Cl:22][C:23]1[S:27][C:26]([S:28]([NH:31][C:32](=O)[O:33]CC(Cl)(Cl)Cl)(=[O:30])=[O:29])=[CH:25][CH:24]=1.CCN(C(C)C)C(C)C.CCOC(C)=O. Given the product [Cl:22][C:23]1[S:27][C:26]([S:28]([NH:31][C:32]([NH:3][CH:4]2[CH2:5][N:6]([C:8]3[C:18]([C:19]#[N:20])=[CH:17][C:11]([C:12]([O:14][CH2:15][CH3:16])=[O:13])=[C:10]([CH3:21])[N:9]=3)[CH2:7]2)=[O:33])(=[O:30])=[O:29])=[CH:25][CH:24]=1, predict the reactants needed to synthesize it. (2) Given the product [Cl:24][C:25]1[CH:30]=[CH:29][C:28]([C:2]2[CH:3]=[C:4]([NH:14][C:15]([C:17]3[C:18]([CH3:23])=[N:19][N:20]([CH3:22])[CH:21]=3)=[O:16])[CH:5]=[N:6][C:7]=2[O:8][CH2:9][C:10]([F:13])([F:12])[F:11])=[CH:27][C:26]=1[CH3:34], predict the reactants needed to synthesize it. The reactants are: Br[C:2]1[CH:3]=[C:4]([NH:14][C:15]([C:17]2[C:18]([CH3:23])=[N:19][N:20]([CH3:22])[CH:21]=2)=[O:16])[CH:5]=[N:6][C:7]=1[O:8][CH2:9][C:10]([F:13])([F:12])[F:11].[Cl:24][C:25]1[CH:30]=[CH:29][C:28](B(O)O)=[CH:27][C:26]=1[CH3:34]. (3) Given the product [OH:36][CH2:2][C:3]1[N:7]([CH2:8][C:9]2[CH:14]=[CH:13][CH:12]=[C:11]([C:15]([F:16])([F:18])[F:17])[C:10]=2[CH3:19])[C:6]2[CH:20]=[C:21]([N:27]3[CH2:32][CH2:31][O:30][CH2:29][CH2:28]3)[CH:22]=[C:23]([B:24]([OH:26])[OH:25])[C:5]=2[N:4]=1, predict the reactants needed to synthesize it. The reactants are: F[CH2:2][C:3]1[N:7]([CH2:8][C:9]2[CH:14]=[CH:13][CH:12]=[C:11]([C:15]([F:18])([F:17])[F:16])[C:10]=2[CH3:19])[C:6]2[CH:20]=[C:21]([N:27]3[CH2:32][CH2:31][O:30][CH2:29][CH2:28]3)[CH:22]=[C:23]([B:24]([OH:26])[OH:25])[C:5]=2[N:4]=1.C(#N)C.[OH2:36].